From a dataset of Full USPTO retrosynthesis dataset with 1.9M reactions from patents (1976-2016). Predict the reactants needed to synthesize the given product. Given the product [C:6]([C:2]1[S:1][C:5]([B:12]([OH:13])[OH:11])=[CH:4][CH:3]=1)#[N:7], predict the reactants needed to synthesize it. The reactants are: [S:1]1[CH:5]=[CH:4][CH:3]=[C:2]1[C:6]#[N:7].C([O:11][B:12](OC(C)C)[O:13]C(C)C)(C)C.C[Si](C)(C)[N-][Si](C)(C)C.[K+].